From a dataset of Catalyst prediction with 721,799 reactions and 888 catalyst types from USPTO. Predict which catalyst facilitates the given reaction. (1) Reactant: [CH:1]([NH2:4])([CH3:3])[CH3:2].[Br:5][C:6]1[CH:11]=[CH:10][C:9](F)=[C:8]([N+:13]([O-:15])=[O:14])[CH:7]=1. Product: [Br:5][C:6]1[CH:11]=[CH:10][C:9]([NH:4][CH:1]([CH3:3])[CH3:2])=[C:8]([N+:13]([O-:15])=[O:14])[CH:7]=1. The catalyst class is: 8. (2) Reactant: C([O:3][C:4]([C:6]1[C:10]([CH2:11]Br)=[C:9]([C:13]2[CH:18]=[CH:17][C:16]([O:19][CH3:20])=[CH:15][CH:14]=2)[N:8]([C:21]2[CH:26]=[CH:25][C:24]([Cl:27])=[CH:23][C:22]=2[Cl:28])[N:7]=1)=[O:5])C.[OH-:29].[Na+].Cl. Product: [Cl:28][C:22]1[CH:23]=[C:24]([Cl:27])[CH:25]=[CH:26][C:21]=1[N:8]1[C:9]([C:13]2[CH:18]=[CH:17][C:16]([O:19][CH3:20])=[CH:15][CH:14]=2)=[C:10]([CH2:11][OH:29])[C:6]([C:4]([OH:3])=[O:5])=[N:7]1. The catalyst class is: 1.